This data is from Forward reaction prediction with 1.9M reactions from USPTO patents (1976-2016). The task is: Predict the product of the given reaction. (1) Given the reactants [Cl:1][C:2]1[CH:11]=[CH:10][C:9](O)=[C:8]2[C:3]=1[CH:4]=[CH:5][CH:6]=[N:7]2.C1(=O)O[CH2:16][CH2:15][O:14]1.C([O-])([O-])=O.[Cs+].[Cs+], predict the reaction product. The product is: [OH:14][CH2:15][CH2:16][C:9]1[CH:10]=[CH:11][C:2]([Cl:1])=[C:3]2[C:8]=1[N:7]=[CH:6][CH:5]=[CH:4]2. (2) Given the reactants [CH3:1][O:2][C:3]1[C:7]2[C:8](=[O:25])[N:9]([CH2:16][C:17](=[O:24])[C:18]3[CH:23]=[CH:22][CH:21]=[CH:20][CH:19]=3)[C:10]3[CH:11]=[CH:12][CH:13]=[CH:14][C:15]=3[C:6]=2[S:5][C:4]=1[C:26]([N:28]([CH3:40])[CH2:29][CH2:30][CH2:31][NH:32]C(=O)OC(C)(C)C)=[O:27].C(OC(=O)C)C.[ClH:47], predict the reaction product. The product is: [ClH:47].[NH2:32][CH2:31][CH2:30][CH2:29][N:28]([CH3:40])[C:26]([C:4]1[S:5][C:6]2[C:15]3[CH:14]=[CH:13][CH:12]=[CH:11][C:10]=3[N:9]([CH2:16][C:17](=[O:24])[C:18]3[CH:23]=[CH:22][CH:21]=[CH:20][CH:19]=3)[C:8](=[O:25])[C:7]=2[C:3]=1[O:2][CH3:1])=[O:27]. (3) The product is: [Cl:1][C:2]1[CH:3]=[CH:4][C:5]([C:12]([F:15])([F:14])[F:13])=[C:6]([S:8]([N:16]2[CH2:21][CH2:20][O:19][CH2:18][CH2:17]2)(=[O:10])=[O:9])[CH:7]=1. Given the reactants [Cl:1][C:2]1[CH:3]=[CH:4][C:5]([C:12]([F:15])([F:14])[F:13])=[C:6]([S:8](Cl)(=[O:10])=[O:9])[CH:7]=1.[NH:16]1[CH2:21][CH2:20][O:19][CH2:18][CH2:17]1, predict the reaction product. (4) The product is: [CH3:46][C:45]1[CH:44]=[CH:43][C:27]([C:28]([NH:30][C:31]2[CH:36]=[CH:35][CH:34]=[C:33]([N:37]3[CH2:42][CH2:41][O:40][CH2:39][CH2:38]3)[CH:32]=2)=[O:29])=[CH:26][C:25]=1[B:54]1[O:58][C:57]([CH3:60])([CH3:59])[C:56]([CH3:62])([CH3:61])[O:55]1. Given the reactants ICC1C=C(C=CC=1)C(NC1C=CC=C(N2CCOCC2)C=1)=O.I[C:25]1[CH:26]=[C:27]([CH:43]=[CH:44][C:45]=1[CH3:46])[C:28]([NH:30][C:31]1[CH:36]=[CH:35][CH:34]=[C:33]([N:37]2[CH2:42][CH2:41][O:40][CH2:39][CH2:38]2)[CH:32]=1)=[O:29].C(N(CC)CC)C.[B:54]1([B:54]2[O:58][C:57]([CH3:60])([CH3:59])[C:56]([CH3:62])([CH3:61])[O:55]2)[O:58][C:57]([CH3:60])([CH3:59])[C:56]([CH3:62])([CH3:61])[O:55]1.ClCCl, predict the reaction product. (5) Given the reactants C(O[C:9](=O)[N:10]([CH:12]([C:14](=[O:46])[NH:15][CH:16]([C:21]([N:23]1[CH2:27][CH2:26][CH:25]2[N:28]([CH:40]3CCOCC3)[CH2:29][CH:30]([O:31][C:32]3[CH:37]=[CH:36][C:35]([F:38])=[C:34]([F:39])[CH:33]=3)[CH:24]12)=[O:22])[C:17]([CH3:20])([CH3:19])[CH3:18])[CH3:13])C)C1C=CC=CC=1, predict the reaction product. The product is: [F:39][C:34]1[CH:33]=[C:32]([CH:37]=[CH:36][C:35]=1[F:38])[O:31][CH:30]1[CH:24]2[N:23]([C:21]([CH:16]([NH:15][C:14](=[O:46])[CH:12]([NH:10][CH3:9])[CH3:13])[C:17]([CH3:19])([CH3:20])[CH3:18])=[O:22])[CH2:27][CH2:26][CH:25]2[N:28]([C:40]2[N:28]=[CH:29][CH:30]=[CH:24][N:23]=2)[CH2:29]1. (6) The product is: [C:15]([O:18][C:19](=[O:20])[NH:13][CH2:12][C@@H:10]1[CH2:11][C@H:9]1[C:4]1[CH:5]=[CH:6][CH:7]=[CH:8][C:3]=1[Br:2])([CH3:17])([CH3:16])[CH3:14]. Given the reactants Cl.[Br:2][C:3]1[CH:8]=[CH:7][CH:6]=[CH:5][C:4]=1[C@@H:9]1[CH2:11][C@H:10]1[CH2:12][NH2:13].[CH3:14][C:15]([O:18][C:19](O[C:19]([O:18][C:15]([CH3:17])([CH3:16])[CH3:14])=[O:20])=[O:20])([CH3:17])[CH3:16].[OH-].[Na+], predict the reaction product.